Task: Predict which catalyst facilitates the given reaction.. Dataset: Catalyst prediction with 721,799 reactions and 888 catalyst types from USPTO (1) Reactant: O[CH:2]([CH:7]1[CH2:11][CH2:10][CH2:9][C:8]1=[O:12])[CH2:3][CH2:4][CH2:5][CH3:6].II.C1(C)C(C)=CC=CC=1. The catalyst class is: 6. Product: [CH2:2]([C:7]1[C:8](=[O:12])[CH2:9][CH2:10][CH:11]=1)[CH2:3][CH2:4][CH2:5][CH3:6]. (2) Reactant: [CH3:1][O:2][C:3]1[CH:8]=[CH:7][CH:6]=[C:5]([O:9][CH3:10])[CH:4]=1.[Li][CH2:12]CCC.IC. Product: [CH3:1][O:2][C:3]1[CH:8]=[CH:7][CH:6]=[C:5]([O:9][CH3:10])[C:4]=1[CH3:12]. The catalyst class is: 1.